Dataset: Full USPTO retrosynthesis dataset with 1.9M reactions from patents (1976-2016). Task: Predict the reactants needed to synthesize the given product. (1) Given the product [C:1]([O:5][C:6]([N:8]1[CH2:12][C@@H:11]([C:13]2[CH:18]=[CH:17][CH:16]=[CH:15][C:14]=2[F:19])[C@H:10]([NH:20][C:35]([O:37][CH2:38][CH:39]2[C:40]3[CH:41]=[CH:42][CH:43]=[CH:44][C:45]=3[C:46]3[C:51]2=[CH:50][CH:49]=[CH:48][CH:47]=3)=[O:36])[CH2:9]1)=[O:7])([CH3:4])([CH3:2])[CH3:3], predict the reactants needed to synthesize it. The reactants are: [C:1]([O:5][C:6]([N:8]1[CH2:12][C@@H:11]([C:13]2[CH:18]=[CH:17][CH:16]=[CH:15][C:14]=2[F:19])[C@H:10]([NH2:20])[CH2:9]1)=[O:7])([CH3:4])([CH3:3])[CH3:2].C(N(CC)CC)C.O1CCOCC1.Cl[C:35]([O:37][CH2:38][CH:39]1[C:51]2[CH:50]=[CH:49][CH:48]=[CH:47][C:46]=2[C:45]2[C:40]1=[CH:41][CH:42]=[CH:43][CH:44]=2)=[O:36]. (2) Given the product [Br:1][C:2]1[CH:3]=[CH:4][C:5]([N:8]2[CH:12]=[C:11]([CH2:13][CH2:14][CH2:15][O:16][C:17]3[C:22]([CH2:23][CH3:24])=[CH:21][CH:20]=[CH:19][C:18]=3[CH2:25][C:26]([OH:28])=[O:27])[C:10]([CH:30]([CH2:31][CH3:32])[CH2:33][CH3:34])=[N:9]2)=[N:6][CH:7]=1, predict the reactants needed to synthesize it. The reactants are: [Br:1][C:2]1[CH:3]=[CH:4][C:5]([N:8]2[CH:12]=[C:11]([CH2:13][CH2:14][CH2:15][O:16][C:17]3[C:22]([CH2:23][CH3:24])=[CH:21][CH:20]=[CH:19][C:18]=3[CH2:25][C:26]([O:28]C)=[O:27])[C:10]([CH:30]([CH2:33][CH3:34])[CH2:31][CH3:32])=[N:9]2)=[N:6][CH:7]=1.[OH-].[Na+].O1CCCC1.Cl.